Dataset: Full USPTO retrosynthesis dataset with 1.9M reactions from patents (1976-2016). Task: Predict the reactants needed to synthesize the given product. (1) The reactants are: [CH3:1][C:2]1[N:12]([CH2:13][C:14]2[CH:19]=[CH:18][C:17](/[CH:20]=[CH:21]/[CH2:22]O)=[CH:16][CH:15]=2)[C:5]2=[N:6][C:7]([CH3:11])=[CH:8][C:9]([CH3:10])=[C:4]2[N:3]=1.[N:24]1([CH:30]2[CH2:35][CH2:34][NH:33][CH2:32][CH2:31]2)[CH2:29][CH2:28][CH2:27][CH2:26][CH2:25]1. Given the product [CH3:1][C:2]1[N:12]([CH2:13][C:14]2[CH:19]=[CH:18][C:17](/[CH:20]=[CH:21]/[CH2:22][N:33]3[CH2:34][CH2:35][CH:30]([N:24]4[CH2:29][CH2:28][CH2:27][CH2:26][CH2:25]4)[CH2:31][CH2:32]3)=[CH:16][CH:15]=2)[C:5]2=[N:6][C:7]([CH3:11])=[CH:8][C:9]([CH3:10])=[C:4]2[N:3]=1, predict the reactants needed to synthesize it. (2) Given the product [Br:24][C:5]1[CH:6]=[CH:7][C:2]([F:1])=[C:3]([N+:9]([O-:11])=[O:10])[C:4]=1[CH3:8], predict the reactants needed to synthesize it. The reactants are: [F:1][C:2]1[CH:7]=[CH:6][CH:5]=[C:4]([CH3:8])[C:3]=1[N+:9]([O-:11])=[O:10].OS(O)(=O)=O.C1C(=O)N([Br:24])C(=O)C1. (3) Given the product [C:62](=[Hf:8]([CH:26]1[C:34]2[C:29](=[C:30]([C:35]3[CH:40]=[CH:39][CH:38]=[C:60]([CH3:61])[C:49]=3[CH3:50])[CH:31]=[CH:32][CH:33]=2)[CH:28]=[CH:27]1)([CH:9]1[C:17]2[C:12](=[C:13]([C:18]3[CH:23]=[CH:22][CH:21]=[C:20]([CH3:24])[C:19]=3[CH3:25])[CH:14]=[CH:15][CH:16]=2)[CH:11]=[CH:10]1)([CH3:53])[CH3:5])([CH3:67])[CH3:63], predict the reactants needed to synthesize it. The reactants are: [Cl-].[Li+].[Cl-].[Cl-].[C:5](=[Hf+2:8]([CH:26]1[C:34]2[C:29](=[C:30]([C:35]3[CH:40]=[CH:39][CH:38]=C(C)C=3C)[CH:31]=[CH:32][CH:33]=2)[CH:28]=[CH:27]1)[CH:9]1[C:17]2[C:12](=[C:13]([C:18]3[CH:23]=[CH:22][CH:21]=[C:20]([CH3:24])[C:19]=3[CH3:25])[CH:14]=[CH:15][CH:16]=2)[CH:11]=[CH:10]1)(C)C.C[Mg]Br.C(O[CH2:49][CH3:50])C.Cl[Si](C)(C)[CH3:53].O1[CH2:61][CH2:60]OCC1.[C:62]1(C)[CH:67]=CC=C[CH:63]=1. (4) Given the product [O:10]=[C:9]1[N:4]([CH2:3][CH2:2][N:31]2[CH2:35][CH2:34][CH2:33][CH2:32]2)[N:5]=[C:6]([C:11]2[N:19]3[C:14]([CH:15]=[CH:16][CH:17]=[CH:18]3)=[CH:13][C:12]=2[C:20]([O:22][CH2:23][CH3:24])=[O:21])[CH:7]=[CH:8]1, predict the reactants needed to synthesize it. The reactants are: Cl[CH2:2][CH2:3][N:4]1[C:9](=[O:10])[CH:8]=[CH:7][C:6]([C:11]2[N:19]3[C:14]([CH:15]=[CH:16][CH:17]=[CH:18]3)=[CH:13][C:12]=2[C:20]([O:22][CH2:23][CH3:24])=[O:21])=[N:5]1.C([O-])([O-])=O.[K+].[K+].[NH:31]1[CH2:35][CH2:34][CH2:33][CH2:32]1. (5) Given the product [CH3:21][N:20]([CH3:22])[C:11]1([C:14]2[CH:15]=[N:16][CH:17]=[CH:18][CH:19]=2)[CH2:12][CH2:13][CH:8]([CH2:7][CH2:6][NH:24][CH3:23])[CH2:9][CH2:10]1, predict the reactants needed to synthesize it. The reactants are: CS(O[CH2:6][CH2:7][CH:8]1[CH2:13][CH2:12][C:11]([N:20]([CH3:22])[CH3:21])([C:14]2[CH:15]=[N:16][CH:17]=[CH:18][CH:19]=2)[CH2:10][CH2:9]1)(=O)=O.[CH3:23][NH2:24]. (6) The reactants are: C([O:8][C:9](=[O:40])[C:10]([CH3:39])([O:12][C:13]1[CH:18]=[CH:17][CH:16]=[C:15]([CH:19]2[CH2:24][CH2:23][CH2:22][N:21]([C:25](=[O:38])[NH:26][CH2:27][C:28]3[CH:33]=[CH:32][C:31]([C:34]([F:37])([F:36])[F:35])=[CH:30][CH:29]=3)[CH2:20]2)[CH:14]=1)[CH3:11])C1C=CC=CC=1. Given the product [CH3:39][C:10]([O:12][C:13]1[CH:18]=[CH:17][CH:16]=[C:15]([CH:19]2[CH2:24][CH2:23][CH2:22][N:21]([C:25](=[O:38])[NH:26][CH2:27][C:28]3[CH:29]=[CH:30][C:31]([C:34]([F:36])([F:37])[F:35])=[CH:32][CH:33]=3)[CH2:20]2)[CH:14]=1)([CH3:11])[C:9]([OH:40])=[O:8], predict the reactants needed to synthesize it. (7) Given the product [F:1][C:2]1[CH:3]=[CH:4][C:5]([N:8]2[CH:9]=[C:10]([O-:12])[O+:14]=[N:13]2)=[CH:6][CH:7]=1, predict the reactants needed to synthesize it. The reactants are: [F:1][C:2]1[CH:7]=[CH:6][C:5]([N:8]([N:13]=[O:14])[CH2:9][C:10]([OH:12])=O)=[CH:4][CH:3]=1.